This data is from Full USPTO retrosynthesis dataset with 1.9M reactions from patents (1976-2016). The task is: Predict the reactants needed to synthesize the given product. (1) Given the product [F:8][C:6]1[CH:5]=[C:4]([C@H:9]2[N:28]([CH2:27][C:26]([O:25][CH3:23])=[O:29])[C:13](=[O:15])[C:12]([CH2:19][CH3:20])([CH2:17][CH3:18])[NH:11][CH2:10]2)[CH:3]=[C:2]([F:1])[CH:7]=1, predict the reactants needed to synthesize it. The reactants are: [F:1][C:2]1[CH:3]=[C:4]([C:9](=O)[CH2:10][NH:11][C:12]([CH2:19][CH3:20])([CH2:17][CH3:18])[C:13]([O:15]C)=O)[CH:5]=[C:6]([F:8])[CH:7]=1.Cl.[CH2:23]([O:25][C:26](=[O:29])[CH2:27][NH2:28])C.CC(O)=O.[BH3-]C#N.[Na+]. (2) Given the product [CH3:30][C:31]1([CH3:48])[O:36][CH2:35][CH:34]([O:8][C:7]2[CH:6]=[CH:5][C:4]([N:9]3[C:13]([CH3:14])([CH3:15])[C:12](=[O:16])[N:11]([C:17]4[CH:24]=[CH:23][C:20]([C:21]#[N:22])=[C:19]([C:25]([F:26])([F:27])[F:28])[CH:18]=4)[C:10]3=[S:29])=[CH:3][C:2]=2[F:1])[CH2:33][O:32]1, predict the reactants needed to synthesize it. The reactants are: [F:1][C:2]1[CH:3]=[C:4]([N:9]2[C:13]([CH3:15])([CH3:14])[C:12](=[O:16])[N:11]([C:17]3[CH:24]=[CH:23][C:20]([C:21]#[N:22])=[C:19]([C:25]([F:28])([F:27])[F:26])[CH:18]=3)[C:10]2=[S:29])[CH:5]=[CH:6][C:7]=1[OH:8].[CH3:30][C:31]1([CH3:48])[O:36][CH2:35][CH:34](C2C=C(C)C=CC=2S([O-])(=O)=O)[CH2:33][O:32]1.C(=O)([O-])[O-].[K+].[K+].O.